This data is from Catalyst prediction with 721,799 reactions and 888 catalyst types from USPTO. The task is: Predict which catalyst facilitates the given reaction. (1) Reactant: [CH:1]([O:4][C:5]1[CH:10]=[CH:9][C:8]([C:11]2[O:12][C:13]([CH3:18])=[C:14]([CH3:17])[N+:15]=2[O-])=[CH:7][CH:6]=1)([CH3:3])[CH3:2].Cl.P(Cl)(Cl)([Cl:22])=O.N. Product: [Cl:22][CH2:17][C:14]1[N:15]=[C:11]([C:8]2[CH:9]=[CH:10][C:5]([O:4][CH:1]([CH3:3])[CH3:2])=[CH:6][CH:7]=2)[O:12][C:13]=1[CH3:18]. The catalyst class is: 22. (2) Reactant: [F:1][C:2]1[CH:9]=[C:8]([O:10][CH3:11])[C:7]([O:12][CH3:13])=[CH:6][C:3]=1[CH:4]=O.[NH2:14][C:15]1[CH:22]=[CH:21][C:18]([C:19]#[N:20])=[CH:17][C:16]=1[F:23].C(S([O-])(=O)=O)(F)(F)F.C(S([O-])(=O)=O)(F)(F)F.C(S([O-])(=O)=O)(F)(F)F.[Yb+3].C[Si]([C:53]#[N:54])(C)C. Product: [C:53]([CH:4]([NH:14][C:15]1[CH:22]=[CH:21][C:18]([C:19]#[N:20])=[CH:17][C:16]=1[F:23])[C:3]1[CH:6]=[C:7]([O:12][CH3:13])[C:8]([O:10][CH3:11])=[CH:9][C:2]=1[F:1])#[N:54]. The catalyst class is: 1.